Dataset: Catalyst prediction with 721,799 reactions and 888 catalyst types from USPTO. Task: Predict which catalyst facilitates the given reaction. Reactant: [Cl:1][C:2]1[CH:7]=[CH:6][C:5]([NH:8]C(=O)C(C)(C)C)=[C:4]([C:15]#[C:16][Si](C)(C)C)[C:3]=1[C:21]([F:24])([F:23])[F:22].CCCC[N+](CCCC)(CCCC)CCCC.[F-]. Product: [Cl:1][C:2]1[C:3]([C:21]([F:24])([F:23])[F:22])=[C:4]2[C:5](=[CH:6][CH:7]=1)[NH:8][CH:16]=[CH:15]2. The catalyst class is: 1.